Dataset: Peptide-MHC class I binding affinity with 185,985 pairs from IEDB/IMGT. Task: Regression. Given a peptide amino acid sequence and an MHC pseudo amino acid sequence, predict their binding affinity value. This is MHC class I binding data. (1) The peptide sequence is YTPKIVGGI. The MHC is Mamu-A01 with pseudo-sequence Mamu-A01. The binding affinity (normalized) is 0.895. (2) The peptide sequence is YTYPCIPEY. The MHC is HLA-A02:19 with pseudo-sequence HLA-A02:19. The binding affinity (normalized) is 0.0847. (3) The peptide sequence is LMEHWALGA. The MHC is HLA-B07:02 with pseudo-sequence HLA-B07:02. The binding affinity (normalized) is 0.